From a dataset of Reaction yield outcomes from USPTO patents with 853,638 reactions. Predict the reaction yield, written as a fraction of the theoretical maximum amount of product (1.0 means a 100% yield; for example, 0.34 means a 34% yield). (1) The product is [F:1][C:2]1[C:3]([CH3:27])=[C:4]([C:8]2([C:24]([NH:57][OH:56])=[O:26])[CH2:13][CH:12]=[C:11]([C:14]3[CH:15]=[C:16]4[C:21](=[CH:22][CH:23]=3)[N:20]=[CH:19][CH:18]=[N:17]4)[CH2:10][CH2:9]2)[CH:5]=[CH:6][CH:7]=1. The catalyst is C(OCC)C.CO.CN(C=O)C. The yield is 0.440. The reactants are [F:1][C:2]1[C:3]([CH3:27])=[C:4]([C:8]2([C:24]([OH:26])=O)[CH2:13][CH:12]=[C:11]([C:14]3[CH:15]=[C:16]4[C:21](=[CH:22][CH:23]=3)[N:20]=[CH:19][CH:18]=[N:17]4)[CH2:10][CH2:9]2)[CH:5]=[CH:6][CH:7]=1.CN(C(F)=[N+](C)C)C.F[P-](F)(F)(F)(F)F.CCN(CC)CC.O1CCCCC1[O:56][NH2:57].Cl. (2) The catalyst is C(O)CO. The product is [CH3:22][CH:20]1[CH2:19][N:18]([C:2]2[C:11]3[C:6](=[CH:7][CH:8]=[C:9]([O:12][CH3:13])[CH:10]=3)[C:5](=[O:14])[NH:4][CH:3]=2)[CH2:17][CH:16]([CH3:15])[O:21]1. The reactants are Br[C:2]1[C:11]2[C:6](=[CH:7][CH:8]=[C:9]([O:12][CH3:13])[CH:10]=2)[C:5](=[O:14])[NH:4][CH:3]=1.[CH3:15][C@@H:16]1[O:21][C@H:20]([CH3:22])[CH2:19][NH:18][CH2:17]1.CCN(C(C)C)C(C)C. The yield is 0.485. (3) The reactants are [Cl:1][C:2]1[CH:3]=[C:4]([NH:9][CH2:10][C:11]([OH:13])=O)[CH:5]=[C:6]([F:8])[CH:7]=1.C1C=CC2N(O)N=NC=2C=1.CCN=C=NCCCN(C)C.[NH:35]1[CH2:40][CH2:39][CH2:38][C@@H:37]([NH:41][C:42]2[N:47]=[CH:46][N:45]=[C:44]3[NH:48][N:49]=[CH:50][C:43]=23)[CH2:36]1.CCN(C(C)C)C(C)C. The catalyst is CN(C=O)C.CCOC(C)=O. The product is [NH:48]1[C:44]2=[N:45][CH:46]=[N:47][C:42]([NH:41][C@@H:37]3[CH2:38][CH2:39][CH2:40][N:35]([C:11](=[O:13])[CH2:10][NH:9][C:4]4[CH:5]=[C:6]([F:8])[CH:7]=[C:2]([Cl:1])[CH:3]=4)[CH2:36]3)=[C:43]2[CH:50]=[N:49]1. The yield is 0.100. (4) The reactants are [Cl-].[Al+3].[Cl-].[Cl-].[Cl-].[Na+].[O:7]1[C:17]2[C:12](=[CH:13][CH:14]=[CH:15][CH:16]=2)[CH2:11][CH2:10][C:8]1=[O:9].Cl. The catalyst is O. The product is [OH:7][C:17]1[CH:16]=[CH:15][CH:14]=[C:13]2[C:12]=1[CH2:11][CH2:10][C:8]2=[O:9]. The yield is 0.850. (5) The catalyst is C(Cl)Cl. The reactants are [Br:1][C:2]1[CH:7]=[CH:6][C:5]([C@@H:8]2[CH2:10][O:9]2)=[CH:4][CH:3]=1.[NH:11]1[CH2:16][CH2:15][O:14][CH2:13][CH2:12]1.O.[O-2].[O-2].[O-2].O=[Si]=O.O=[Si]=O.O=[Si]=O.O=[Si]=O.[Al+3].[Al+3]. The product is [Br:1][C:2]1[CH:7]=[CH:6][C:5]([C@@H:8]([OH:9])[CH2:10][N:11]2[CH2:16][CH2:15][O:14][CH2:13][CH2:12]2)=[CH:4][CH:3]=1. The yield is 0.416. (6) The reactants are [F:1][C:2]1[CH:7]=[C:6]([O:8][CH2:9][C:10]2[CH:11]=[N:12][C:13]([O:16][CH3:17])=[CH:14][CH:15]=2)[C:5]([O:18][CH3:19])=[CH:4][C:3]=1[CH2:20][NH2:21].F[C:23]1[CH:28]=[CH:27][C:26]([I:29])=[CH:25][C:24]=1[N+:30]([O-:32])=[O:31].C(N(CC)C(C)C)(C)C. The catalyst is C(#N)C.O. The product is [F:1][C:2]1[CH:7]=[C:6]([O:8][CH2:9][C:10]2[CH:11]=[N:12][C:13]([O:16][CH3:17])=[CH:14][CH:15]=2)[C:5]([O:18][CH3:19])=[CH:4][C:3]=1[CH2:20][NH:21][C:23]1[CH:28]=[CH:27][C:26]([I:29])=[CH:25][C:24]=1[N+:30]([O-:32])=[O:31]. The yield is 0.230. (7) The product is [Cl:20][CH2:19][CH2:18][N:6]1[CH2:7][C@@H:2]2[CH2:8][C@H:5]1[CH2:4][S:3]2(=[O:10])=[O:9]. The catalyst is CN(C=O)C.CCOC(C)=O. The yield is 0.326. The reactants are Br.[C@H:2]12[CH2:8][C@H:5]([NH:6][CH2:7]1)[CH2:4][S:3]2(=[O:10])=[O:9].C(=O)([O-])[O-].[K+].[K+].Br[CH2:18][CH2:19][Cl:20].O. (8) The reactants are [I:1][C:2]1[CH:7]=[CH:6][NH:5][C:4](=[O:8])[CH:3]=1.[CH:9]1(B(O)O)[CH2:11][CH2:10]1.C([O-])([O-])=O.[Na+].[Na+]. The catalyst is ClCCCl.C([O-])(=O)C.[Cu+2].C([O-])(=O)C. The product is [CH:9]1([N:5]2[CH:6]=[CH:7][C:2]([I:1])=[CH:3][C:4]2=[O:8])[CH2:11][CH2:10]1. The yield is 0.495. (9) The reactants are [Cl:1][C:2]1[CH:7]=[CH:6][C:5]([NH:8][C:9](=[O:14])[C:10]([CH3:13])([CH3:12])[CH3:11])=[C:4]([CH:15]([OH:22])[C:16]2[CH:17]=[N:18][CH:19]=[CH:20][CH:21]=2)[CH:3]=1. The catalyst is N1C=CC=CC=1.CCOC(C)=O.O. The product is [Cl:1][C:2]1[CH:7]=[CH:6][C:5]([NH:8][C:9](=[O:14])[C:10]([CH3:13])([CH3:12])[CH3:11])=[C:4]([C:15]([C:16]2[CH:17]=[N:18][CH:19]=[CH:20][CH:21]=2)=[O:22])[CH:3]=1. The yield is 0.700.